Dataset: Full USPTO retrosynthesis dataset with 1.9M reactions from patents (1976-2016). Task: Predict the reactants needed to synthesize the given product. Given the product [OH:18][CH:17]([C:15]1[C:14]([C:19]([F:21])([F:22])[F:20])=[N:13][N:12]([CH2:11][C:7]2[NH:8][C:9](=[O:10])[C:4]3[CH:3]=[C:2]([CH3:1])[S:23][C:5]=3[N:6]=2)[CH:16]=1)[CH3:24], predict the reactants needed to synthesize it. The reactants are: [CH3:1][C:2]1[S:23][C:5]2[N:6]=[C:7]([CH2:11][N:12]3[CH:16]=[C:15]([CH:17]=[O:18])[C:14]([C:19]([F:22])([F:21])[F:20])=[N:13]3)[NH:8][C:9](=[O:10])[C:4]=2[CH:3]=1.[CH3:24][Mg]Br.O.